This data is from Catalyst prediction with 721,799 reactions and 888 catalyst types from USPTO. The task is: Predict which catalyst facilitates the given reaction. (1) Reactant: C[O:2][C:3]([C:5]1[C:6]([CH3:28])=[C:7]([N:10]2[CH2:14][CH2:13][CH2:12][CH:11]2[CH:15]2[CH2:20][CH2:19][N:18]([C:21]([O:23][C:24]([CH3:27])([CH3:26])[CH3:25])=[O:22])[CH2:17][CH2:16]2)[S:8][CH:9]=1)=[O:4].[OH-].[Na+]. Product: [C:24]([O:23][C:21]([N:18]1[CH2:19][CH2:20][CH:15]([CH:11]2[CH2:12][CH2:13][CH2:14][N:10]2[C:7]2[S:8][CH:9]=[C:5]([C:3]([OH:4])=[O:2])[C:6]=2[CH3:28])[CH2:16][CH2:17]1)=[O:22])([CH3:27])([CH3:26])[CH3:25]. The catalyst class is: 5. (2) Reactant: C1C(=O)N([Br:8])C(=O)C1.[N:9]1([C:22]([O:24][C:25]([CH3:28])([CH3:27])[CH3:26])=[O:23])[C:17]2[C:12](=[CH:13][CH:14]=[CH:15][CH:16]=2)[CH2:11][CH:10]1[C:18]([O:20][CH3:21])=[O:19]. Product: [Br:8][C:14]1[CH:13]=[C:12]2[C:17](=[CH:16][CH:15]=1)[N:9]([C:22]([O:24][C:25]([CH3:28])([CH3:27])[CH3:26])=[O:23])[CH:10]([C:18]([O:20][CH3:21])=[O:19])[CH2:11]2. The catalyst class is: 18. (3) Reactant: [Br:1][C:2]1[CH:7]=[C:6]([F:8])[CH:5]=[CH:4][C:3]=1[OH:9].C(=O)([O-])[O-].[K+].[K+].Cl[CH:17]([CH3:21])[C:18](=[O:20])[CH3:19].[I-].[K+]. Product: [Br:1][C:2]1[CH:7]=[C:6]([F:8])[CH:5]=[CH:4][C:3]=1[O:9][CH:17]([CH3:21])[C:18](=[O:20])[CH3:19]. The catalyst class is: 10.